From a dataset of Catalyst prediction with 721,799 reactions and 888 catalyst types from USPTO. Predict which catalyst facilitates the given reaction. (1) Reactant: Cl.[OH:2][NH2:3].CC([O-])=O.[Na+].[OH:9][C:10]1[CH:11]=[C:12]([CH:15]=[CH:16][C:17]=1[OH:18])[CH:13]=O. Product: [OH:9][C:10]1[CH:11]=[C:12]([CH:15]=[CH:16][C:17]=1[OH:18])[CH:13]=[N:3][OH:2]. The catalyst class is: 14. (2) Reactant: [F:1][C:2]1[CH:7]=[CH:6][C:5]([CH2:8][CH2:9][NH:10][CH2:11][CH:12]2[CH2:16][CH2:15][O:14][CH2:13]2)=[CH:4][C:3]=1[O:17][CH2:18][C:19]([F:22])([F:21])[F:20].C(N(CC)CC)C.[Cl:30][CH2:31][C:32]([N:34]([CH3:36])[CH3:35])=[O:33]. Product: [ClH:30].[F:1][C:2]1[CH:7]=[CH:6][C:5]([CH2:8][CH2:9][N:10]([CH2:11][CH:12]2[CH2:16][CH2:15][O:14][CH2:13]2)[CH2:31][C:32]([N:34]([CH3:36])[CH3:35])=[O:33])=[CH:4][C:3]=1[O:17][CH2:18][C:19]([F:20])([F:21])[F:22]. The catalyst class is: 9. (3) Reactant: [OH:1][C:2]([CH3:7])([CH3:6])[C:3](=[O:5])[CH3:4].CCN(CC)CC.[CH3:15][S:16](Cl)(=[O:18])=[O:17].O. Product: [CH3:6][C:2]([O:1][S:16]([CH3:15])(=[O:18])=[O:17])([CH3:7])[C:3](=[O:5])[CH3:4]. The catalyst class is: 2. (4) Reactant: [CH:1]([C:4]1[CH:9]=[CH:8][C:7]([CH2:10][CH2:11][NH2:12])=[CH:6][CH:5]=1)([CH3:3])[CH3:2].C(N(CC)CC)C.[F:20][C:21]([F:32])([F:31])[C:22](O[C:22](=[O:23])[C:21]([F:32])([F:31])[F:20])=[O:23].Cl. Product: [F:20][C:21]([F:32])([F:31])[C:22]([NH:12][CH2:11][CH2:10][C:7]1[CH:8]=[CH:9][C:4]([CH:1]([CH3:3])[CH3:2])=[CH:5][CH:6]=1)=[O:23]. The catalyst class is: 35.